Task: Regression. Given a peptide amino acid sequence and an MHC pseudo amino acid sequence, predict their binding affinity value. This is MHC class I binding data.. Dataset: Peptide-MHC class I binding affinity with 185,985 pairs from IEDB/IMGT (1) The peptide sequence is ECFVRSSPAS. The MHC is H-2-Kb with pseudo-sequence H-2-Kb. The binding affinity (normalized) is 0. (2) The peptide sequence is VLDIGDAYF. The MHC is Mamu-B8701 with pseudo-sequence Mamu-B8701. The binding affinity (normalized) is 1.00. (3) The peptide sequence is QRALFMHFR. The MHC is Mamu-B1001 with pseudo-sequence Mamu-B1001. The binding affinity (normalized) is 0.0482. (4) The peptide sequence is SSAEKIVVSI. The MHC is Mamu-A01 with pseudo-sequence Mamu-A01. The binding affinity (normalized) is 0.316. (5) The peptide sequence is VDVCGMFTNR. The MHC is HLA-A01:01 with pseudo-sequence HLA-A01:01. The binding affinity (normalized) is 0. (6) The peptide sequence is VLIALSVLAV. The MHC is HLA-A02:06 with pseudo-sequence HLA-A02:06. The binding affinity (normalized) is 0.552. (7) The binding affinity (normalized) is 0.147. The peptide sequence is QESLTTTSTA. The MHC is HLA-B40:01 with pseudo-sequence HLA-B40:01. (8) The peptide sequence is LFIKHNQGYT. The MHC is Mamu-B17 with pseudo-sequence Mamu-B17. The binding affinity (normalized) is 0.0407. (9) The peptide sequence is KTMAVTYEL. The MHC is HLA-A32:01 with pseudo-sequence HLA-A32:01. The binding affinity (normalized) is 1.00. (10) The binding affinity (normalized) is 0.0847. The MHC is HLA-A26:01 with pseudo-sequence HLA-A26:01. The peptide sequence is MKWMMAMKY.